From a dataset of Forward reaction prediction with 1.9M reactions from USPTO patents (1976-2016). Predict the product of the given reaction. (1) Given the reactants [CH3:1][C:2]1[CH:3]=[C:4]([C:9]2[CH:15]=[CH:14][C:12]([NH2:13])=[C:11]([CH3:16])[CH:10]=2)[CH:5]=[CH:6][C:7]=1[NH2:8].I[C:18]1[CH:19]=[C:20]([CH3:24])[CH:21]=[CH:22][CH:23]=1.[CH3:25][C:26]([CH3:29])([O-])[CH3:27].[K+].[C:31](P(C(C)(C)C)C(C)(C)C)(C)([CH3:33])[CH3:32], predict the reaction product. The product is: [CH3:16][C:11]1[CH:10]=[C:9]([C:4]2[CH:5]=[CH:6][C:7]([NH:8][C:32]3[CH:25]=[C:26]([CH3:29])[CH:27]=[CH:33][CH:31]=3)=[C:2]([CH3:1])[CH:3]=2)[CH:15]=[CH:14][C:12]=1[NH:13][C:18]1[CH:19]=[C:20]([CH3:24])[CH:21]=[CH:22][CH:23]=1. (2) Given the reactants [Cl:1][C:2]1[N:3]=[CH:4][C:5]2[CH:10]=[CH:9][N:8]([CH2:11][C:12]([O:14]CC)=[O:13])[C:6]=2[N:7]=1.[OH-].[Na+], predict the reaction product. The product is: [Cl:1][C:2]1[N:3]=[CH:4][C:5]2[CH:10]=[CH:9][N:8]([CH2:11][C:12]([OH:14])=[O:13])[C:6]=2[N:7]=1. (3) Given the reactants [C:1]1([C@H:7]([O:9][C:10](=[O:25])[NH:11][C:12]2[C:13]([CH3:24])=[N:14][O:15][C:16]=2[C:17]2[CH:22]=[CH:21][C:20](Br)=[CH:19][CH:18]=2)[CH3:8])[CH:6]=[CH:5][CH:4]=[CH:3][CH:2]=1.[CH2:26]([O:28][C:29](=[O:46])[CH2:30][C:31]1[CH:36]=[CH:35][C:34](B2OC(C)(C)C(C)(C)O2)=[CH:33][CH:32]=1)[CH3:27].C(=O)(O)[O-].[Na+], predict the reaction product. The product is: [CH2:26]([O:28][C:29](=[O:46])[CH2:30][C:31]1[CH:36]=[CH:35][C:34]([C:20]2[CH:21]=[CH:22][C:17]([C:16]3[O:15][N:14]=[C:13]([CH3:24])[C:12]=3[NH:11][C:10]([O:9][C@@H:7]([C:1]3[CH:6]=[CH:5][CH:4]=[CH:3][CH:2]=3)[CH3:8])=[O:25])=[CH:18][CH:19]=2)=[CH:33][CH:32]=1)[CH3:27]. (4) Given the reactants [OH:1][C:2]1[CH:15]=[CH:14][C:5]([C:6]([C:8]2[CH:13]=[CH:12][CH:11]=[CH:10][CH:9]=2)=[O:7])=[CH:4][CH:3]=1.C([O-])([O-])=O.[K+].[K+].[CH2:22](Br)[CH:23]=[CH2:24], predict the reaction product. The product is: [CH2:24]([O:1][C:2]1[CH:3]=[CH:4][C:5]([C:6]([C:8]2[CH:13]=[CH:12][CH:11]=[CH:10][CH:9]=2)=[O:7])=[CH:14][CH:15]=1)[CH:23]=[CH2:22]. (5) Given the reactants [CH3:1][O:2][C:3](=[O:28])[C:4]1[CH:9]=[CH:8][C:7]([C:10]2[CH2:14][C:13]([C:19]3[CH:24]=[C:23]([Cl:25])[CH:22]=[C:21]([Cl:26])[CH:20]=3)([C:15]([F:18])([F:17])[F:16])[O:12][N:11]=2)=[CH:6][C:5]=1Br.[Cu][C:30]#[N:31].[C:32](=O)([O-])[O-].[Na+].[Na+].O, predict the reaction product. The product is: [CH3:1][O:2][C:3](=[O:28])[C:4]1[CH:9]=[CH:8][C:7]([C:10]2[CH2:14][C:13]([C:19]3[CH:24]=[C:23]([Cl:25])[CH:22]=[C:21]([Cl:26])[CH:20]=3)([C:15]([F:18])([F:17])[F:16])[O:12][N:11]=2)=[C:6]([CH3:32])[C:5]=1[C:30]#[N:31]. (6) Given the reactants [C:1]([C:5]1[S:13][C:12]2[C:11](O)=[N:10][CH:9]=[N:8][C:7]=2[CH:6]=1)([CH3:4])([CH3:3])[CH3:2].P(Cl)(Cl)([Cl:17])=O, predict the reaction product. The product is: [C:1]([C:5]1[S:13][C:12]2[C:11]([Cl:17])=[N:10][CH:9]=[N:8][C:7]=2[CH:6]=1)([CH3:4])([CH3:3])[CH3:2]. (7) Given the reactants [OH:1][C@H:2]1[C@@H:6]([CH2:7][NH:8][C:9]([O:11][CH2:12][C:13]2[CH:18]=[CH:17][CH:16]=[CH:15][CH:14]=2)=[O:10])[CH2:5][N:4](C(OC(C)(C)C)=O)[CH2:3]1.FC(F)(F)C(O)=O.CC[NH+](CC)CC.CC[NH+](CC)CC.C([O-])([O-])=O, predict the reaction product. The product is: [OH:1][C@@H:2]1[CH2:3][NH:4][CH2:5][C@@H:6]1[CH2:7][NH:8][C:9](=[O:10])[O:11][CH2:12][C:13]1[CH:18]=[CH:17][CH:16]=[CH:15][CH:14]=1. (8) Given the reactants [C:9](O[C:9]([O:11][C:12]([CH3:15])([CH3:14])[CH3:13])=[O:10])([O:11][C:12]([CH3:15])([CH3:14])[CH3:13])=[O:10].[Br:16][C:17]1[CH:22]=[CH:21][C:20]([CH2:23][CH2:24][NH2:25])=[CH:19][CH:18]=1.[Br:16][C:17]1[CH:22]=[CH:21][C:20]([CH2:23][CH2:24][NH2:25])=[CH:19][CH:18]=1.CCN(C(C)C)C(C)C, predict the reaction product. The product is: [Br:16][C:17]1[CH:22]=[CH:21][C:20]([CH2:23][CH2:24][NH:25][C:9](=[O:10])[O:11][C:12]([CH3:13])([CH3:14])[CH3:15])=[CH:19][CH:18]=1.